The task is: Regression. Given a peptide amino acid sequence and an MHC pseudo amino acid sequence, predict their binding affinity value. This is MHC class II binding data.. This data is from Peptide-MHC class II binding affinity with 134,281 pairs from IEDB. (1) The peptide sequence is GSGGVWREMHHLVEF. The MHC is DRB1_0801 with pseudo-sequence DRB1_0801. The binding affinity (normalized) is 0.543. (2) The peptide sequence is EIYKRWIIMG. The binding affinity (normalized) is 0. The MHC is DRB1_0701 with pseudo-sequence DRB1_0701. (3) The peptide sequence is DDMAAQPFFDPSASF. The MHC is HLA-DQA10101-DQB10501 with pseudo-sequence HLA-DQA10101-DQB10501. The binding affinity (normalized) is 0.565. (4) The peptide sequence is GELQIVDKIDAAFQI. The MHC is DRB1_1201 with pseudo-sequence DRB1_1201. The binding affinity (normalized) is 0.570. (5) The peptide sequence is KKSGARSNVTFTVNQTS. The MHC is HLA-DQA10103-DQB10603 with pseudo-sequence HLA-DQA10103-DQB10603. The binding affinity (normalized) is 0.296. (6) The peptide sequence is AALPAVGAAAGAPAA. The MHC is DRB1_1302 with pseudo-sequence DRB1_1302. The binding affinity (normalized) is 0.357.